This data is from Forward reaction prediction with 1.9M reactions from USPTO patents (1976-2016). The task is: Predict the product of the given reaction. (1) The product is: [F:1][C:2]([F:13])([F:12])[C:3]1[CH:4]=[CH:5][C:6]([I:11])=[C:7]([CH2:8][C:14]#[N:15])[CH:10]=1. Given the reactants [F:1][C:2]([F:13])([F:12])[C:3]1[CH:4]=[CH:5][C:6]([I:11])=[C:7]([CH:10]=1)[CH2:8]Br.[C-:14]#[N:15].[Na+], predict the reaction product. (2) Given the reactants [Cl:1][C:2]1[CH:7]=[C:6](Cl)[C:5]([N+:9]([O-:11])=[O:10])=[CH:4][N:3]=1.[C:12]([NH2:16])([CH3:15])([CH3:14])[CH3:13], predict the reaction product. The product is: [C:12]([NH:16][C:6]1[C:5]([N+:9]([O-:11])=[O:10])=[CH:4][N:3]=[C:2]([Cl:1])[CH:7]=1)([CH3:15])([CH3:14])[CH3:13]. (3) The product is: [Br:12][C:13]1[CH:14]=[C:15]([CH:18]=[CH:19][CH:20]=1)[CH:16]=[CH:4][C:3]([C:6]1[CH:11]=[CH:10][CH:9]=[CH:8][CH:7]=1)=[O:5]. Given the reactants [OH-].[Na+].[C:3]([C:6]1[CH:11]=[CH:10][CH:9]=[CH:8][CH:7]=1)(=[O:5])[CH3:4].[Br:12][C:13]1[CH:14]=[C:15]([CH:18]=[CH:19][CH:20]=1)[CH:16]=O, predict the reaction product.